Dataset: Full USPTO retrosynthesis dataset with 1.9M reactions from patents (1976-2016). Task: Predict the reactants needed to synthesize the given product. (1) Given the product [CH2:1]([O:3][C:4]([CH:6]1[CH2:10][CH2:9][CH2:8][CH2:7]1)=[O:5])[CH3:2], predict the reactants needed to synthesize it. The reactants are: [CH2:1]([O:3][C:4]([C@@H:6]1[CH2:10][CH2:9][CH2:8][C@@H:7]1NCCC(C)C)=[O:5])[CH3:2].CS(NC1C=CC2NC(CC(O)=O)=NS(=O)(=O)C=2C=1)(=O)=O.C1(N=C=NC2CCCCC2)CCCCC1. (2) Given the product [Li+:31].[F:29][C:15]([F:14])([F:28])[C:16]1[N:21]=[CH:20][C:19]([N:22]2[CH2:27][CH2:26][N:25]([CH2:5][CH2:4][C:3]([O-:2])=[O:6])[CH2:24][CH2:23]2)=[CH:18][CH:17]=1, predict the reactants needed to synthesize it. The reactants are: C[O:2][C:3](=[O:6])[CH:4]=[CH2:5].C(N(CC)CC)C.[F:14][C:15]([F:29])([F:28])[C:16]1[N:21]=[CH:20][C:19]([N:22]2[CH2:27][CH2:26][NH:25][CH2:24][CH2:23]2)=[CH:18][CH:17]=1.[OH-].[Li+:31]. (3) Given the product [CH:1]1([C:4]2[CH:5]=[C:6](/[C:16](=[CH:22]\[C@@H:23]3[CH2:43][CH2:42][C:25](=[O:26])[CH2:24]3)/[C:17]([OH:19])=[O:18])[CH:7]=[CH:8][C:9]=2[S:10]([CH:13]2[CH2:14][CH2:15]2)(=[O:12])=[O:11])[CH2:2][CH2:3]1, predict the reactants needed to synthesize it. The reactants are: [CH:1]1([C:4]2[CH:5]=[C:6]([C:16](=[CH:22][C@@H:23]3[CH2:43][CH2:42][C:25]4(O[C@@H](C5C=CC=CC=5)[C@H](C5C=CC=CC=5)[O:26]4)[CH2:24]3)[C:17]([O:19]CC)=[O:18])[CH:7]=[CH:8][C:9]=2[S:10]([CH:13]2[CH2:15][CH2:14]2)(=[O:12])=[O:11])[CH2:3][CH2:2]1.[OH-].[K+].Cl.C(Cl)(Cl)Cl. (4) The reactants are: [CH3:1][C:2]1[C:10]2[C:5](=[CH:6][CH:7]=[C:8]([N:11](C(OC(C)(C)C)=O)[NH:12]C(OC(C)(C)C)=O)[CH:9]=2)[CH2:4][CH:3]=1.[C:27]([O:33]CC)(=O)[CH2:28][C:29]([CH3:31])=O.Cl. Given the product [CH3:31][C:29]1[CH2:28][C:27](=[O:33])[N:11]([C:8]2[CH:9]=[C:10]3[C:5](=[CH:6][CH:7]=2)[CH2:4][CH2:3][CH:2]3[CH3:1])[N:12]=1, predict the reactants needed to synthesize it. (5) The reactants are: [C:1]([C:3]1[C:4]([O:16][CH3:17])=[CH:5][C:6]([O:14][CH3:15])=[C:7]([C:9]2[S:10][CH:11]=[CH:12][CH:13]=2)[CH:8]=1)#[CH:2].C([Li])CCC.[CH:23]([C:25]1[CH:34]=[CH:33][C:28]([C:29]([O:31][CH3:32])=[O:30])=[CH:27][CH:26]=1)=[O:24]. Given the product [CH3:32][O:31][C:29](=[O:30])[C:28]1[CH:33]=[CH:34][C:25]([CH:23]([OH:24])[C:2]#[C:1][C:3]2[CH:8]=[C:7]([C:9]3[S:10][CH:11]=[CH:12][CH:13]=3)[C:6]([O:14][CH3:15])=[CH:5][C:4]=2[O:16][CH3:17])=[CH:26][CH:27]=1, predict the reactants needed to synthesize it.